This data is from Peptide-MHC class I binding affinity with 185,985 pairs from IEDB/IMGT. The task is: Regression. Given a peptide amino acid sequence and an MHC pseudo amino acid sequence, predict their binding affinity value. This is MHC class I binding data. The peptide sequence is FTELENKKV. The MHC is HLA-A02:01 with pseudo-sequence HLA-A02:01. The binding affinity (normalized) is 0.